From a dataset of Full USPTO retrosynthesis dataset with 1.9M reactions from patents (1976-2016). Predict the reactants needed to synthesize the given product. (1) Given the product [F:35][C:28]1[CH:29]=[CH:30][CH:31]=[C:32]([O:33][CH3:34])[C:27]=1[C:17]1[O:16][C:12]2[N:13]=[CH:14][N:15]=[C:10]([NH:9][CH2:8][CH2:7][CH2:6][CH2:5][CH2:4][C:3]([OH:36])=[O:2])[C:11]=2[C:18]=1[C:19]1[CH:24]=[CH:23][C:22]([O:25][CH3:26])=[CH:21][CH:20]=1, predict the reactants needed to synthesize it. The reactants are: C[O:2][C:3](=[O:36])[CH2:4][CH2:5][CH2:6][CH2:7][CH2:8][NH:9][C:10]1[C:11]2[C:18]([C:19]3[CH:24]=[CH:23][C:22]([O:25][CH3:26])=[CH:21][CH:20]=3)=[C:17]([C:27]3[C:32]([O:33][CH3:34])=[CH:31][CH:30]=[CH:29][C:28]=3[F:35])[O:16][C:12]=2[N:13]=[CH:14][N:15]=1.[OH-].[Na+].Cl.O. (2) Given the product [N+:16]([C:12]1[CH:11]=[CH:10][C:8]2[N:9]3[CH2:1][CH2:2][CH2:3][C:4]3=[N:5][S:6](=[O:14])(=[O:15])[C:7]=2[CH:13]=1)([O-:18])=[O:17], predict the reactants needed to synthesize it. The reactants are: [CH2:1]1[N:9]2[C:4](=[N:5][S:6](=[O:15])(=[O:14])[C:7]3[CH:13]=[CH:12][CH:11]=[CH:10][C:8]=32)[CH2:3][CH2:2]1.[N+:16]([O-])([O-:18])=[O:17].[K+]. (3) The reactants are: [CH3:1][C:2]1[C:7]2[NH:8][C:9]3[C:14]([C:6]=2[CH:5]=[CH:4][N:3]=1)=[CH:13][CH:12]=[C:11]([OH:15])[CH:10]=3.O.[OH-].[K+].[Br:19][CH:20]=[C:21]([F:23])[F:22]. Given the product [Br:19][CH2:20][C:21]([F:23])([F:22])[O:15][C:11]1[CH:10]=[C:9]2[C:14]([C:6]3[CH:5]=[CH:4][N:3]=[C:2]([CH3:1])[C:7]=3[NH:8]2)=[CH:13][CH:12]=1, predict the reactants needed to synthesize it. (4) Given the product [NH2:31][C:29]([C:26]1[C:20]([C:21]([OH:23])=[O:22])=[CH:19][C:18]([N:15]2[CH2:16][CH2:17][C@H:12]([NH:11][C:9]([C:3]3[NH:4][C:5]([CH3:8])=[C:6]([Cl:7])[C:2]=3[Cl:1])=[O:10])[C@H:13]([O:41][CH3:42])[CH2:14]2)=[N:28][CH:27]=1)=[O:30], predict the reactants needed to synthesize it. The reactants are: [Cl:1][C:2]1[C:6]([Cl:7])=[C:5]([CH3:8])[NH:4][C:3]=1[C:9]([NH:11][C@H:12]1[CH2:17][CH2:16][N:15]([C:18]2[CH:19]=[C:20]([C:26]([C:29]([NH:31]C(C)(C3C=CC=CC=3)C)=[O:30])=[CH:27][N:28]=2)[C:21]([O:23]CC)=[O:22])[CH2:14][C@H:13]1[O:41][CH3:42])=[O:10].Cl.